This data is from Full USPTO retrosynthesis dataset with 1.9M reactions from patents (1976-2016). The task is: Predict the reactants needed to synthesize the given product. (1) Given the product [CH2:26]([S:23]([C:20]1[CH:21]=[CH:22][C:17]([N:10]2[CH2:11][CH2:12][C:8]3([CH2:14][CH2:15][C:5]4([O:4][CH2:3][CH2:2][O:1]4)[CH2:6][CH2:7]3)[C:9]2=[O:13])=[CH:18][CH:19]=1)(=[O:24])=[O:25])[CH3:27], predict the reactants needed to synthesize it. The reactants are: [O:1]1[C:5]2([CH2:15][CH2:14][C:8]3([CH2:12][CH2:11][NH:10][C:9]3=[O:13])[CH2:7][CH2:6]2)[O:4][CH2:3][CH2:2]1.Br[C:17]1[CH:22]=[CH:21][C:20]([S:23]([CH2:26][CH3:27])(=[O:25])=[O:24])=[CH:19][CH:18]=1. (2) The reactants are: [OH:1][C:2]1[C:3]([C:8]([OH:10])=[O:9])=[N:4][CH:5]=[CH:6][CH:7]=1.S(=O)(=O)(O)O.[C:16](=O)([O-])O.[Na+]. Given the product [OH:1][C:2]1[C:3]([C:8]([O:10][CH3:16])=[O:9])=[N:4][CH:5]=[CH:6][CH:7]=1, predict the reactants needed to synthesize it. (3) The reactants are: [C:1]([NH:9]NC(C1C=CN=C([NH:9][C:1](=[O:8])[C:2]2[CH:7]=[CH:6][CH:5]=[CH:4][CH:3]=2)C=1)=O)(=[O:8])[C:2]1[CH:7]=[CH:6][CH:5]=[CH:4][CH:3]=1.[OH-].COC(NS([N+](CC)(CC)CC)(=O)=O)=O. Given the product [C:1]([NH2:9])(=[O:8])[C:2]1[CH:7]=[CH:6][CH:5]=[CH:4][CH:3]=1, predict the reactants needed to synthesize it. (4) Given the product [N:12]([C:15]1[CH:16]=[CH:17][C:18]([C:19]([NH:11][CH2:10][CH2:9][C:6]2[CH:7]=[CH:8][C:3]([O:2][CH3:1])=[CH:4][CH:5]=2)=[O:20])=[CH:22][CH:23]=1)=[N+:13]=[N-:14], predict the reactants needed to synthesize it. The reactants are: [CH3:1][O:2][C:3]1[CH:8]=[CH:7][C:6]([CH2:9][CH2:10][NH2:11])=[CH:5][CH:4]=1.[N:12]([C:15]1[CH:23]=[CH:22][C:18]([C:19](O)=[O:20])=[CH:17][CH:16]=1)=[N+:13]=[N-:14].Cl.CN(C)CCCN=C=NCC. (5) Given the product [C:6]([O:10][C:11]([N:13]1[CH2:17][CH2:16][CH:15]([NH2:18])[CH2:14]1)=[O:12])([CH3:9])([CH3:7])[CH3:8], predict the reactants needed to synthesize it. The reactants are: Cl(O)(=O)(=O)=O.[C:6]([O:10][C:11]([N:13]1[CH2:17][CH2:16][C@H:15]([NH2:18])[CH2:14]1)=[O:12])([CH3:9])([CH3:8])[CH3:7].C(OC(N1CC[C@@H](N)C1)=O)(C)(C)C. (6) Given the product [C:1]([OH:8])(=[O:7])[CH2:2][CH2:3][C:4]([NH2:15])=[O:5].[C:14]1(=[O:16])[NH:15][C:11](=[O:17])[CH2:12][CH2:13]1, predict the reactants needed to synthesize it. The reactants are: [C:1]([O-:8])(=[O:7])[CH2:2][CH2:3][C:4]([O-])=[O:5].[NH4+].[NH4+].[C:11]1(=[O:17])[NH:15][C:14](=[O:16])[CH2:13][CH2:12]1.C(O)(=O)CCC(O)=O.